Predict the reactants needed to synthesize the given product. From a dataset of Retrosynthesis with 50K atom-mapped reactions and 10 reaction types from USPTO. (1) Given the product O=C(NCCO)NCc1ccccc1O, predict the reactants needed to synthesize it. The reactants are: O=C(NCCO)NCc1ccccc1OCc1ccccc1. (2) Given the product CC(C)C1(C)Cc2cc(O)c(Cl)c(Cl)c2C1O, predict the reactants needed to synthesize it. The reactants are: CC(C)C1(C)Cc2cc(O)c(Cl)c(Cl)c2C1=O.